From a dataset of Forward reaction prediction with 1.9M reactions from USPTO patents (1976-2016). Predict the product of the given reaction. (1) Given the reactants Cl.[N:2]1([C:8]2[N:13]=[CH:12][C:11]([NH:14][C:15]([C:17]3[N:18]=[C:19]([C:26]4[CH:31]=[CH:30][CH:29]=[CH:28][CH:27]=4)[O:20][C:21]=3[C:22]([F:25])([F:24])[F:23])=[O:16])=[CH:10][CH:9]=2)[CH2:7][CH2:6][NH:5][CH2:4][CH2:3]1.C(N(CC)CC)C.[C:39](Cl)(=[O:41])[CH3:40], predict the reaction product. The product is: [C:39]([N:5]1[CH2:6][CH2:7][N:2]([C:8]2[N:13]=[CH:12][C:11]([NH:14][C:15]([C:17]3[N:18]=[C:19]([C:26]4[CH:31]=[CH:30][CH:29]=[CH:28][CH:27]=4)[O:20][C:21]=3[C:22]([F:24])([F:25])[F:23])=[O:16])=[CH:10][CH:9]=2)[CH2:3][CH2:4]1)(=[O:41])[CH3:40]. (2) Given the reactants [Br:1][C:2]1[CH:3]=[C:4]([CH:20]=[CH:21][C:22]=1[O:23][CH3:24])[CH2:5][CH:6]1[C:15]2[C:10](=[CH:11][C:12]([O:18][CH3:19])=[C:13]([O:16][CH3:17])[CH:14]=2)[CH2:9][CH2:8][NH:7]1.Br[CH2:26][C:27](Br)=[O:28].[NH2:30][CH:31]1[C:39]2[C:34](=[CH:35][CH:36]=[CH:37][CH:38]=2)[CH2:33][CH2:32]1, predict the reaction product. The product is: [Br:1][C:2]1[CH:3]=[C:4]([CH:20]=[CH:21][C:22]=1[O:23][CH3:24])[CH2:5][CH:6]1[C:15]2[C:10](=[CH:11][C:12]([O:18][CH3:19])=[C:13]([O:16][CH3:17])[CH:14]=2)[CH2:9][CH2:8][N:7]1[CH2:26][C:27]([NH:30][CH:31]1[C:39]2[C:34](=[CH:35][CH:36]=[CH:37][CH:38]=2)[CH2:33][CH2:32]1)=[O:28]. (3) Given the reactants [C:1]([O:5][C:6]([N:8]1[CH2:13][CH:12]=[C:11]([C:14]2[C:22]3[C:17](=[CH:18][CH:19]=[C:20]([N+:23]([O-:25])=[O:24])[CH:21]=3)[NH:16][CH:15]=2)[CH2:10][CH2:9]1)=[O:7])([CH3:4])([CH3:3])[CH3:2].[OH-].[Na+].[CH3:28][S:29](Cl)(=[O:31])=[O:30].C(OCC)(=O)C, predict the reaction product. The product is: [C:1]([O:5][C:6]([N:8]1[CH2:9][CH:10]=[C:11]([C:14]2[C:22]3[C:17](=[CH:18][CH:19]=[C:20]([N+:23]([O-:25])=[O:24])[CH:21]=3)[N:16]([S:29]([CH3:28])(=[O:31])=[O:30])[CH:15]=2)[CH2:12][CH2:13]1)=[O:7])([CH3:4])([CH3:2])[CH3:3]. (4) The product is: [CH3:1][O:2][C:3](=[O:23])[CH2:4][C:5]1[C:10]([Cl:11])=[CH:9][C:8]([NH:12][C:13]2[C:18]([NH2:19])=[CH:17][CH:16]=[CH:15][N:14]=2)=[CH:7][C:6]=1[Cl:22]. Given the reactants [CH3:1][O:2][C:3](=[O:23])[CH2:4][C:5]1[C:10]([Cl:11])=[CH:9][C:8]([NH:12][C:13]2[C:18]([N+:19]([O-])=O)=[CH:17][CH:16]=[CH:15][N:14]=2)=[CH:7][C:6]=1[Cl:22], predict the reaction product.